From a dataset of Full USPTO retrosynthesis dataset with 1.9M reactions from patents (1976-2016). Predict the reactants needed to synthesize the given product. Given the product [O:43]=[C:38]1[NH:39][C:40](=[O:42])[CH2:41][N:37]1[S:34]([C:31]1[CH:30]=[CH:29][C:28]([N:25]2[CH2:26][CH2:27][CH:22]([NH:5][CH2:6][C@@H:7]([C:9]3[CH:10]=[CH:11][C:12]([OH:20])=[C:13]([NH:15][S:16]([CH3:19])(=[O:18])=[O:17])[CH:14]=3)[OH:8])[CH2:23][CH2:24]2)=[CH:33][CH:32]=1)(=[O:36])=[O:35], predict the reactants needed to synthesize it. The reactants are: C(O)(=O)C.[NH2:5][CH2:6][C@@H:7]([C:9]1[CH:10]=[CH:11][C:12]([OH:20])=[C:13]([NH:15][S:16]([CH3:19])(=[O:18])=[O:17])[CH:14]=1)[OH:8].O=[C:22]1[CH2:27][CH2:26][N:25]([C:28]2[CH:33]=[CH:32][C:31]([S:34]([N:37]3[CH2:41][C:40](=[O:42])[NH:39][C:38]3=[O:43])(=[O:36])=[O:35])=[CH:30][CH:29]=2)[CH2:24][CH2:23]1.C(O[BH-](OC(=O)C)OC(=O)C)(=O)C.[Na+].